This data is from Experimentally validated miRNA-target interactions with 360,000+ pairs, plus equal number of negative samples. The task is: Binary Classification. Given a miRNA mature sequence and a target amino acid sequence, predict their likelihood of interaction. (1) The miRNA is hsa-miR-20b-5p with sequence CAAAGUGCUCAUAGUGCAGGUAG. The protein sequence of the target gene is MNAMLETPELPAVFDGVKLAAVAAVLYVIVRCLNLKSPTAPPDLYFQDSGLSRFLLKSCPLLTKEYIPPLIWGKSGHIQTALYGKMGRVRSPHPYGHRKFITMSDGATSTFDLFEPLAEHCVGDDITMVICPGIANHSEKQYIRTFVDYAQKNGYRCAVLNHLGALPNIELTSPRMFTYGCTWEFGAMVNYIKKTYPLTQLVVVGFSLGGNIVCKYLGETQANQEKVLCCVSVCQGYSALRAQETFMQWDQCRRFYNFLMADNMKKIILSHRQALFGDHVKKPQSLEDTDLSRLYTATSL.... Result: 1 (interaction). (2) The miRNA is hsa-miR-15a-3p with sequence CAGGCCAUAUUGUGCUGCCUCA. The protein sequence of the target gene is MESVRIEQMLSLPAEVSSDNLESAERGASAAQVDMGPHPKVAAEGPAPLPTREPEQEQSPGTSTPESKVLLTQADALASRGRIREALEVYRQLSERQQLVAEQLEQLVRCLAEKVPQGEALAPAPPDEGSTASGTVAAEETGAAAAAAATEVWDGFKCRKCHGFLSDPVSLSCGHTFCKLCLERGRAADRRCALCGVKLSALMVATGRARGARRAGQQPPPPLRVNVVLSGLLGKLFPGPARASQLRHEGNRLYRERQVEAALLKYNEAVKLAPNDHLLYSNRSQIYFTLESHENALHDA.... Result: 1 (interaction).